This data is from Forward reaction prediction with 1.9M reactions from USPTO patents (1976-2016). The task is: Predict the product of the given reaction. (1) Given the reactants Br[C:2]1[N:7]=[CH:6][C:5]([N:8]2[CH2:13][CH2:12][N:11]([C:14]([O:16][C:17]([CH3:20])([CH3:19])[CH3:18])=[O:15])[CH2:10][CH2:9]2)=[CH:4][CH:3]=1.[C:21]1(B(O)O)[CH:26]=[CH:25][CH:24]=[CH:23][CH:22]=1.C(=O)([O-])[O-].[K+].[K+].C(O)(C)C.[OH-].[Na+], predict the reaction product. The product is: [NH3:7].[C:21]1([C:2]2[N:7]=[CH:6][C:5]([N:8]3[CH2:13][CH2:12][N:11]([C:14]([O:16][C:17]([CH3:20])([CH3:19])[CH3:18])=[O:15])[CH2:10][CH2:9]3)=[CH:4][CH:3]=2)[CH:26]=[CH:25][CH:24]=[CH:23][CH:22]=1. (2) Given the reactants C(O)(C(F)(F)F)=O.[F:8][C:9]1[CH:58]=[CH:57][C:12]([CH2:13][N:14]([CH2:22][C:23]2[O:27][CH:26]=[C:25]([C:28]3[CH:56]=[CH:55][C:31]4[N:32](C(C5C=CC=CC=5)(C5C=CC=CC=5)C5C=CC=CC=5)[C:33](=[O:35])[O:34][C:30]=4[CH:29]=3)[CH:24]=2)[CH:15]2[CH2:20][CH2:19][N:18]([CH3:21])[CH2:17][CH2:16]2)=[CH:11][CH:10]=1, predict the reaction product. The product is: [F:8][C:9]1[CH:10]=[CH:11][C:12]([CH2:13][N:14]([CH2:22][C:23]2[O:27][CH:26]=[C:25]([C:28]3[CH:56]=[CH:55][C:31]4[NH:32][C:33](=[O:35])[O:34][C:30]=4[CH:29]=3)[CH:24]=2)[CH:15]2[CH2:20][CH2:19][N:18]([CH3:21])[CH2:17][CH2:16]2)=[CH:57][CH:58]=1. (3) Given the reactants [F:1][C:2]([F:12])([F:11])[C:3]([CH3:10])=[CH:4][C:5](OCC)=[O:6].[H-].C([Al+]CC(C)C)C(C)C.S(=O)(=O)(O)O, predict the reaction product. The product is: [F:1][C:2]([F:12])([F:11])[C:3]([CH3:10])=[CH:4][CH2:5][OH:6]. (4) Given the reactants [Cl:1][C:2]1[C:3]([F:29])=[C:4]([CH:8]([O:22][CH2:23][C:24](OCC)=[O:25])[C@@H:9]2[CH2:14][CH2:13][CH2:12][N:11]([C:15]([O:17][C:18]([CH3:21])([CH3:20])[CH3:19])=[O:16])[CH2:10]2)[CH:5]=[CH:6][CH:7]=1, predict the reaction product. The product is: [Cl:1][C:2]1[C:3]([F:29])=[C:4]([CH:8]([O:22][CH2:23][CH2:24][OH:25])[C@@H:9]2[CH2:14][CH2:13][CH2:12][N:11]([C:15]([O:17][C:18]([CH3:19])([CH3:20])[CH3:21])=[O:16])[CH2:10]2)[CH:5]=[CH:6][CH:7]=1. (5) Given the reactants Cl[C:2]1[NH:3][C:4]2[CH:10]=[CH:9][CH:8]=[CH:7][C:5]=2[N:6]=1.[F:11][C:12]1[CH:18]=[CH:17][C:15]([NH2:16])=[CH:14][C:13]=1[C:19]([F:22])([F:21])[F:20], predict the reaction product. The product is: [N:6]1[C:5]2[CH:7]=[CH:8][CH:9]=[CH:10][C:4]=2[NH:3][C:2]=1[NH:16][C:15]1[CH:17]=[CH:18][C:12]([F:11])=[C:13]([C:19]([F:22])([F:20])[F:21])[CH:14]=1. (6) Given the reactants [O-:1][S:2]([C:5]([F:8])([F:7])[F:6])(=[O:4])=[O:3].[CH3:9][N:10]([CH3:23])[C:11]1[CH:12]=[C:13]2[C:18](=[CH:19][CH:20]=1)[N+:17]([CH3:21])=[C:16]([CH3:22])[CH:15]=[CH:14]2.[C:24]1([C:30]2[O:34][C:33]([CH:35]=O)=[CH:32][CH:31]=2)[CH:29]=[CH:28][CH:27]=[CH:26][CH:25]=1, predict the reaction product. The product is: [O-:4][S:2]([C:5]([F:8])([F:7])[F:6])(=[O:3])=[O:1].[CH3:9][N:10]([CH3:23])[C:11]1[CH:12]=[C:13]2[C:18](=[CH:19][CH:20]=1)[N+:17]([CH3:21])=[C:16](/[CH:22]=[CH:35]/[C:33]1[O:34][C:30]([C:24]3[CH:25]=[CH:26][CH:27]=[CH:28][CH:29]=3)=[CH:31][CH:32]=1)[CH:15]=[CH:14]2. (7) Given the reactants [F:1][C:2]1[CH:32]=[C:31]([NH:33][C:34](=[O:42])[C:35]2[CH:40]=[CH:39][CH:38]=[C:37]([F:41])[CH:36]=2)[CH:30]=[CH:29][C:3]=1[C:4]([C:6]1[CH:15]=[C:14]2[C:9]([N:10]=[CH:11][C:12]([N:16]3[CH2:21][CH2:20][N:19](C(OC(C)(C)C)=O)[CH2:18][CH2:17]3)=[N:13]2)=[CH:8][CH:7]=1)=[O:5].C(O)(C(F)(F)F)=O, predict the reaction product. The product is: [F:41][C:37]1[CH:36]=[C:35]([CH:40]=[CH:39][CH:38]=1)[C:34]([NH:33][C:31]1[CH:30]=[CH:29][C:3]([C:4]([C:6]2[CH:15]=[C:14]3[C:9](=[CH:8][CH:7]=2)[N:10]=[CH:11][C:12]([N:16]2[CH2:17][CH2:18][NH:19][CH2:20][CH2:21]2)=[N:13]3)=[O:5])=[C:2]([F:1])[CH:32]=1)=[O:42]. (8) Given the reactants [Cl:1][C:2]1[CH:7]=[CH:6][C:5](I)=[CH:4][CH:3]=1.[C:9]([OH:15])(=[O:14])[CH2:10][CH2:11][C:12]#[CH:13].C(#N)C.Cl, predict the reaction product. The product is: [Cl:1][C:2]1[CH:7]=[CH:6][C:5](/[CH:13]=[C:12]2\[CH2:11][CH2:10][C:9](=[O:15])[O:14]\2)=[CH:4][CH:3]=1.